Dataset: Experimentally validated miRNA-target interactions with 360,000+ pairs, plus equal number of negative samples. Task: Binary Classification. Given a miRNA mature sequence and a target amino acid sequence, predict their likelihood of interaction. Result: 0 (no interaction). The protein sequence of the target gene is MAYIQLEPLNEGFLSRISDVLLCGWTCQHCCQRCYESSCCQSSEDEVEILGPFPAQTPPWLMASRSNDKDGDSVHTASDVPLTPRTNSPDGRRSSSDTSKSTYSLTRRISSLDSRRPSSPLIDIKPIEFGVLSAKKEPIQPSVLRRTYTPDDYFRKFEPRLYSLDSNLDDVDSLTDEEIMSKYQLGMLHFSTQYDLLHNHLTVRVIEARDLPPPISHDGSRQDMAHSNPYVKICLLPDQKNSKQTGVKRKTQKPVFEERYTFEIPFLEAQRRTLLLTVVDFDKFSRHCVIGKVAVPLCEV.... The miRNA is rno-let-7e-5p with sequence UGAGGUAGGAGGUUGUAUAGUU.